This data is from Forward reaction prediction with 1.9M reactions from USPTO patents (1976-2016). The task is: Predict the product of the given reaction. (1) Given the reactants [NH2:1][C:2]1[S:6][C:5]([C:7]([O:9][CH2:10][C:11]2[CH:16]=[CH:15][CH:14]=[CH:13][CH:12]=2)=[O:8])=[C:4]([CH3:17])[C:3]=1[C:18]([O:20][C:21]([CH3:24])([CH3:23])[CH3:22])=[O:19].[C:25](Cl)(=[O:32])[O:26][CH2:27][C:28]([Cl:31])([Cl:30])[Cl:29], predict the reaction product. The product is: [CH3:17][C:4]1[C:3]([C:18]([O:20][C:21]([CH3:24])([CH3:23])[CH3:22])=[O:19])=[C:2]([NH:1][C:25]([O:26][CH2:27][C:28]([Cl:31])([Cl:30])[Cl:29])=[O:32])[S:6][C:5]=1[C:7]([O:9][CH2:10][C:11]1[CH:16]=[CH:15][CH:14]=[CH:13][CH:12]=1)=[O:8]. (2) Given the reactants [O:1]1[C@H:3]2[CH:4]=[C:5]3[C@@H:21]([C@@:22]4([CH3:28])[CH2:23][CH2:24][C@H:25]([OH:27])[CH2:26][C:2]124)[CH2:20][CH2:19][C@@:18]1([CH3:29])[C@H:6]3[CH2:7][CH2:8][C@@H:9]1[C@H:10]([CH3:17])[CH2:11][CH2:12][CH2:13][CH:14]([CH3:16])[CH3:15].[NH2:30][CH2:31][CH2:32][CH2:33][CH2:34][NH:35][CH2:36][CH2:37][CH2:38][NH2:39].C(O)CCC, predict the reaction product. The product is: [CH3:17][C@@H:10]([C@@H:9]1[C@@:18]2([CH3:29])[CH2:19][CH2:20][C@@H:21]3[C@@:22]4([CH3:28])[CH2:23][CH2:24][C@H:25]([OH:27])[CH2:26][C@:2]4([OH:1])[C@H:3]([NH:39][CH2:38][CH2:37][CH2:36][NH:35][CH2:34][CH2:33][CH2:32][CH2:31][NH2:30])[CH:4]=[C:5]3[C@@H:6]2[CH2:7][CH2:8]1)[CH2:11][CH2:12][CH2:13][CH:14]([CH3:15])[CH3:16]. (3) Given the reactants Cl.Cl.[Br:3][C:4]1[N:9]=[CH:8][C:7]([O:10][CH2:11][CH2:12][NH2:13])=[CH:6][CH:5]=1.N1C=CC=CC=1.[C:20](Cl)(=[O:22])[CH3:21].C(=O)([O-])O.[Na+], predict the reaction product. The product is: [Br:3][C:4]1[N:9]=[CH:8][C:7]([O:10][CH2:11][CH2:12][NH:13][C:20](=[O:22])[CH3:21])=[CH:6][CH:5]=1. (4) Given the reactants Cl[C:2]1[C:7]([C:8]#[N:9])=[C:6]([CH:10]2[CH2:12][CH2:11]2)[N:5]=[C:4]([C:13]2[CH:18]=[CH:17][C:16]([N+:19]([O-:21])=[O:20])=[CH:15][CH:14]=2)[N:3]=1.[NH2:22][NH2:23], predict the reaction product. The product is: [CH:10]1([C:6]2[N:5]=[C:4]([C:13]3[CH:14]=[CH:15][C:16]([N+:19]([O-:21])=[O:20])=[CH:17][CH:18]=3)[N:3]=[C:2]3[NH:22][N:23]=[C:8]([NH2:9])[C:7]=23)[CH2:12][CH2:11]1. (5) Given the reactants [Cl:1][C:2]1[CH:7]=[CH:6][C:5]([CH:8]2[CH2:13][C:12](=[O:14])[NH:11][C:10]([CH3:15])=[C:9]2[C:16]([OH:18])=O)=[C:4]([F:19])[CH:3]=1.[NH2:20][C:21]1[CH:22]=[C:23]2[C:27](=[CH:28][C:29]=1[F:30])[NH:26][N:25]=[CH:24]2.C(Cl)CCl.CCN(CC)CC, predict the reaction product. The product is: [Cl:1][C:2]1[CH:7]=[CH:6][C:5]([CH:8]2[CH2:13][C:12](=[O:14])[NH:11][C:10]([CH3:15])=[C:9]2[C:16]([NH:20][C:21]2[CH:22]=[C:23]3[C:27](=[CH:28][C:29]=2[F:30])[NH:26][N:25]=[CH:24]3)=[O:18])=[C:4]([F:19])[CH:3]=1. (6) Given the reactants C([O:3][C:4](=O)[CH:5]([NH:16][C:17](=[O:19])[CH3:18])[CH2:6][C:7]1[C:11]2=[N:12][CH:13]=[CH:14][CH:15]=[C:10]2[NH:9][CH:8]=1)C.[Li+].[BH4-].OS([O-])(=O)=O.[K+], predict the reaction product. The product is: [OH:3][CH2:4][CH:5]([NH:16][C:17](=[O:19])[CH3:18])[CH2:6][C:7]1[C:11]2=[N:12][CH:13]=[CH:14][CH:15]=[C:10]2[NH:9][CH:8]=1. (7) Given the reactants [CH3:1][O:2][C:3]([CH:5]1[CH2:10][CH2:9][N:8]([C:11]2[CH:16]=[C:15](Cl)[N:14]=[C:13]([O:18][CH3:19])[N:12]=2)[CH2:7][CH2:6]1)=[O:4].[Cl:20][C:21]1[CH:26]=[C:25]([Cl:27])[CH:24]=[CH:23][C:22]=1[CH2:28][CH2:29][NH2:30].C(=O)(O)[O-].[Na+].CN1CCCC1=O, predict the reaction product. The product is: [CH3:1][O:2][C:3]([CH:5]1[CH2:10][CH2:9][N:8]([C:11]2[CH:16]=[C:15]([NH:30][CH2:29][CH2:28][C:22]3[CH:23]=[CH:24][C:25]([Cl:27])=[CH:26][C:21]=3[Cl:20])[N:14]=[C:13]([O:18][CH3:19])[N:12]=2)[CH2:7][CH2:6]1)=[O:4].